Task: Regression. Given a peptide amino acid sequence and an MHC pseudo amino acid sequence, predict their binding affinity value. This is MHC class I binding data.. Dataset: Peptide-MHC class I binding affinity with 185,985 pairs from IEDB/IMGT (1) The peptide sequence is MKYVWPPIM. The MHC is HLA-A02:12 with pseudo-sequence HLA-A02:12. The binding affinity (normalized) is 0.0847. (2) The peptide sequence is SLEGDLEDL. The MHC is HLA-A02:03 with pseudo-sequence HLA-A02:03. The binding affinity (normalized) is 0.192. (3) The peptide sequence is SITDGQCFL. The MHC is HLA-A02:01 with pseudo-sequence HLA-A02:01. The binding affinity (normalized) is 0.683. (4) The peptide sequence is RYLEEHPSA. The MHC is HLA-A02:01 with pseudo-sequence HLA-A02:01. The binding affinity (normalized) is 0. (5) The peptide sequence is TVIDVNTGK. The MHC is HLA-A03:01 with pseudo-sequence HLA-A03:01. The binding affinity (normalized) is 0.487. (6) The peptide sequence is ALAKAAAAL. The MHC is HLA-A68:02 with pseudo-sequence HLA-A68:02. The binding affinity (normalized) is 0.535. (7) The binding affinity (normalized) is 0.213. The MHC is HLA-B58:01 with pseudo-sequence HLA-B58:01. The peptide sequence is AALEGLSGF. (8) The peptide sequence is KGAGTGGLGL. The MHC is HLA-B15:01 with pseudo-sequence HLA-B15:01. The binding affinity (normalized) is 0. (9) The peptide sequence is ASPMLYQL. The MHC is H-2-Kb with pseudo-sequence H-2-Kb. The binding affinity (normalized) is 0.525. (10) The peptide sequence is CTDPPLLSV. The MHC is HLA-B40:01 with pseudo-sequence HLA-B40:01. The binding affinity (normalized) is 0.0847.